From a dataset of Experimentally validated miRNA-target interactions with 360,000+ pairs, plus equal number of negative samples. Binary Classification. Given a miRNA mature sequence and a target amino acid sequence, predict their likelihood of interaction. The miRNA is hsa-miR-3155a with sequence CCAGGCUCUGCAGUGGGAACU. The protein sequence of the target gene is MLPRVGCPALPLPPPPLLPLLLLLLGASGGGGGARAEVLFRCPPCTPERLAACGPPPVAPPAAVAAVAGGARMPCAELVREPGCGCCSVCARLEGEACGVYTPRCGQGLRCYPHPGSELPLQALVMGEGTCEKRRDAEYGASPEQVADNGDDHSEGGLVENHVDSTMNMLGGGGSAGRKPLKSGMKELAVFREKVTEQHRQMGKGGKHHLGLEEPKKLRPPPARTPCQQELDQVLERISTMRLPDERGPLEHLYSLHIPNCDKHGLYNLKQCKMSLNGQRGECWCVNPNTGKLIQGAPTI.... Result: 0 (no interaction).